The task is: Predict the reaction yield, written as a fraction of the theoretical maximum amount of product (1.0 means a 100% yield; for example, 0.34 means a 34% yield).. This data is from Reaction yield outcomes from USPTO patents with 853,638 reactions. (1) The reactants are N1C=CC=C(CO)C=1.[CH3:9][C:10]([CH3:23])([CH2:14][O:15][Si:16]([CH3:22])([CH3:21])[C:17]([CH3:20])([CH3:19])[CH3:18])[C:11]([OH:13])=[O:12].[CH:33]1([N:32]=C=[N:32][CH:33]2[CH2:38][CH2:37][CH2:36][CH2:35][CH2:34]2)[CH2:38][CH2:37][CH2:36][CH2:35][CH2:34]1. The catalyst is ClCCl. The product is [CH3:9][C:10]([CH3:23])([CH2:14][O:15][Si:16]([CH3:22])([CH3:21])[C:17]([CH3:18])([CH3:20])[CH3:19])[C:11]([O:13][CH2:34][C:33]1[CH:38]=[CH:37][CH:36]=[CH:35][N:32]=1)=[O:12]. The yield is 0.370. (2) The reactants are O1[CH:5]2[C:6]3[C:7]4[C:12]([C:13]5[C:18]([C:19]=3[CH:2]1[CH:3]=[CH:4]2)=[CH:17][CH:16]=[CH:15][CH:14]=5)=[CH:11][CH:10]=[CH:9][CH:8]=4.[Br:20][C:21]1[CH:26]=[CH:25][C:24](I)=[CH:23][CH:22]=1.BrC1C=CC=C(I)C=1.C(N(CC)CC)C. The catalyst is [Zn].Cl[Pd](Cl)([P](C1C=CC=CC=1)(C1C=CC=CC=1)C1C=CC=CC=1)[P](C1C=CC=CC=1)(C1C=CC=CC=1)C1C=CC=CC=1.C1(C)C=CC=CC=1. The product is [Br:20][C:21]1[CH:26]=[CH:25][C:24]([C:15]2[CH:16]=[CH:17][C:18]3[C:19]4[C:6](=[CH:5][CH:4]=[CH:3][CH:2]=4)[C:7]4[C:12](=[CH:11][CH:10]=[CH:9][CH:8]=4)[C:13]=3[CH:14]=2)=[CH:23][CH:22]=1. The yield is 0.620.